From a dataset of Full USPTO retrosynthesis dataset with 1.9M reactions from patents (1976-2016). Predict the reactants needed to synthesize the given product. Given the product [CH2:14]([O:13][C@@H:10]1[CH2:11][CH2:12][C@H:8]([NH2:7])[CH2:9]1)[CH3:15], predict the reactants needed to synthesize it. The reactants are: C(OC(=O)[NH:7][C@H:8]1[CH2:12][CH2:11][C@@H:10]([O:13][CH2:14][CH3:15])[CH2:9]1)(C)(C)C.FC(F)(F)C(O)=O.